Predict which catalyst facilitates the given reaction. From a dataset of Catalyst prediction with 721,799 reactions and 888 catalyst types from USPTO. (1) Product: [CH:42]([N:45]([CH:49]([CH3:51])[CH3:50])[CH2:46][CH2:47][NH:48][C:34]([NH:20][C:19]1[CH:21]=[CH:22][C:16]([O:15][C:6]2[C:5]3[C:10](=[CH:11][C:12]([O:13][CH3:14])=[C:3]([O:2][CH3:1])[CH:4]=3)[N:9]=[CH:8][CH:7]=2)=[CH:17][CH:18]=1)=[O:40])([CH3:44])[CH3:43]. The catalyst class is: 146. Reactant: [CH3:1][O:2][C:3]1[CH:4]=[C:5]2[C:10](=[CH:11][C:12]=1[O:13][CH3:14])[N:9]=[CH:8][CH:7]=[C:6]2[O:15][C:16]1[CH:22]=[CH:21][C:19]([NH2:20])=[CH:18][CH:17]=1.C(N(CC)CC)C.ClC(Cl)(O[C:34](=[O:40])OC(Cl)(Cl)Cl)Cl.[CH:42]([N:45]([CH:49]([CH3:51])[CH3:50])[CH2:46][CH2:47][NH2:48])([CH3:44])[CH3:43]. (2) Reactant: Cl.[CH3:2][NH:3][O:4][CH3:5].C(N(CC)CC)C.Cl[S:14]([C:17]1[N:18]=[CH:19][N:20]2[CH:24]=[CH:23][S:22][C:21]=12)(=[O:16])=[O:15].C(OCC)(=O)C. Product: [CH3:5][O:4][N:3]([CH3:2])[S:14]([C:17]1[N:18]=[CH:19][N:20]2[CH:24]=[CH:23][S:22][C:21]=12)(=[O:15])=[O:16]. The catalyst class is: 3.